From a dataset of Peptide-MHC class II binding affinity with 134,281 pairs from IEDB. Regression. Given a peptide amino acid sequence and an MHC pseudo amino acid sequence, predict their binding affinity value. This is MHC class II binding data. (1) The peptide sequence is LASSCQVAFSYFPPP. The binding affinity (normalized) is 0.204. The MHC is DRB1_1101 with pseudo-sequence DRB1_1101. (2) The peptide sequence is KKTLLDLLKLTVAVGLH. The MHC is DRB3_0301 with pseudo-sequence DRB3_0301. The binding affinity (normalized) is 0.808. (3) The MHC is DRB1_0301 with pseudo-sequence DRB1_0301. The binding affinity (normalized) is 0.221. The peptide sequence is FYNEKAFLLTTFDVS. (4) The peptide sequence is YNTDGSTDYGILQINSR. The MHC is H-2-IAs with pseudo-sequence H-2-IAs. The binding affinity (normalized) is 0.466.